The task is: Binary Classification. Given a T-cell receptor sequence (or CDR3 region) and an epitope sequence, predict whether binding occurs between them.. This data is from TCR-epitope binding with 47,182 pairs between 192 epitopes and 23,139 TCRs. (1) The epitope is YLQPRTFLL. The TCR CDR3 sequence is CASTPRRLGLFPSSGNTIYF. Result: 0 (the TCR does not bind to the epitope). (2) The epitope is FLYNLLTRV. The TCR CDR3 sequence is CASSFTSGGYNEQFF. Result: 1 (the TCR binds to the epitope).